This data is from Full USPTO retrosynthesis dataset with 1.9M reactions from patents (1976-2016). The task is: Predict the reactants needed to synthesize the given product. (1) Given the product [C:1]([O:5][C:6]([N:8]1[CH2:9][CH2:10][C:11]2[CH:18]=[C:17]([N:19]([CH3:20])[CH3:21])[C:16]([NH:22][S:30]([C:33]3[CH:34]=[CH:35][C:36]([C:37]([OH:39])=[O:38])=[CH:40][CH:41]=3)(=[O:32])=[O:31])=[CH:15][C:12]=2[CH2:13][CH2:14]1)=[O:7])([CH3:4])([CH3:3])[CH3:2], predict the reactants needed to synthesize it. The reactants are: [C:1]([O:5][C:6]([N:8]1[CH2:14][CH2:13][C:12]2[CH:15]=[C:16]([NH2:22])[C:17]([N:19]([CH3:21])[CH3:20])=[CH:18][C:11]=2[CH2:10][CH2:9]1)=[O:7])([CH3:4])([CH3:3])[CH3:2].N1C=CC=CC=1.Cl[S:30]([C:33]1[CH:41]=[CH:40][C:36]([C:37]([OH:39])=[O:38])=[CH:35][CH:34]=1)(=[O:32])=[O:31]. (2) Given the product [OH:15][CH2:13][CH2:12][N:7]([CH2:8][CH:9]([OH:11])[CH3:10])[CH2:6][CH2:5][N:4]([CH2:16][CH:17]([OH:19])[CH3:18])[CH2:3][CH:2]([OH:1])[CH3:20], predict the reactants needed to synthesize it. The reactants are: [OH:1][CH:2]([CH3:20])[CH2:3][N:4]([CH2:16][CH:17]([OH:19])[CH3:18])[CH2:5][CH2:6][N:7]([CH2:12][CH:13]([OH:15])C)[CH2:8][CH:9]([OH:11])[CH3:10].OCCN(CCO)CCN(CCO)CCO. (3) Given the product [O:35]1[C:34]2[CH:19]=[CH:16][CH:15]=[CH:14][C:13]=2[CH:18]=[C:17]1[CH:27]1[CH2:26][CH2:25][CH2:24][O:23][CH:22]1[N:12]1[C:13]2[C:18](=[CH:17][C:16]([C:19]([NH:31][CH:28]([CH3:30])[CH3:29])=[O:21])=[CH:15][CH:14]=2)[CH:10]=[N:11]1, predict the reactants needed to synthesize it. The reactants are: O1C2C=CC=CC=2C=C1[C:10]1[C:18]2[C:13](=[CH:14][CH:15]=[C:16]([C:19]([OH:21])=O)[CH:17]=2)[N:12]([CH:22]2[CH2:27][CH2:26][CH2:25][CH2:24][O:23]2)[N:11]=1.[CH:28]([NH2:31])([CH3:30])[CH3:29].CN(C)[CH:34]=[O:35]. (4) Given the product [Cl:27][C:24]1[CH:25]=[CH:26][C:21]([S:20][C:4]2[C:3]3[C:2]([C:37]4[CH:36]=[CH:35][CH:34]=[C:33]([N:28]5[CH:32]=[CH:31][CH:30]=[N:29]5)[CH:38]=4)=[CH:10][C:9]([F:11])=[CH:8][C:7]=3[N:6]3[CH2:12][CH2:13][CH:14]([CH2:15][C:16]([OH:18])=[O:17])[C:5]=23)=[CH:22][CH:23]=1, predict the reactants needed to synthesize it. The reactants are: Br[C:2]1[C:3]2[C:4]([S:20][C:21]3[CH:26]=[CH:25][C:24]([Cl:27])=[CH:23][CH:22]=3)=[C:5]3[CH:14]([CH2:15][C:16]([O:18]C)=[O:17])[CH2:13][CH2:12][N:6]3[C:7]=2[CH:8]=[C:9]([F:11])[CH:10]=1.[N:28]1([C:33]2[CH:34]=[C:35](B(O)O)[CH:36]=[CH:37][CH:38]=2)[CH:32]=[CH:31][CH:30]=[N:29]1. (5) Given the product [CH2:1]([C:8]1[CH:16]=[C:15]([Cl:17])[CH:14]=[CH:13][C:9]=1[C:10]([NH:31][S:28]([C:18]1[CH:23]=[CH:22][CH:21]=[CH:20][C:19]=1[S:24](=[O:26])(=[O:25])[NH2:27])(=[O:30])=[O:29])=[O:12])[C:2]1[CH:3]=[CH:4][CH:5]=[CH:6][CH:7]=1, predict the reactants needed to synthesize it. The reactants are: [CH2:1]([C:8]1[CH:16]=[C:15]([Cl:17])[CH:14]=[CH:13][C:9]=1[C:10]([OH:12])=O)[C:2]1[CH:7]=[CH:6][CH:5]=[CH:4][CH:3]=1.[C:18]1([S:28]([NH2:31])(=[O:30])=[O:29])[C:19]([S:24]([NH2:27])(=[O:26])=[O:25])=[CH:20][CH:21]=[CH:22][CH:23]=1.C(Cl)CCl. (6) Given the product [C:1]([O:5][C:6](=[O:16])[NH:7][C@H:8]1[CH2:9][CH2:10][C@@H:11]([CH2:14][NH:15][C:23](=[O:24])[C:22]2[CH:26]=[CH:27][CH:28]=[C:20]([N+:17]([O-:19])=[O:18])[CH:21]=2)[CH2:12][CH2:13]1)([CH3:4])([CH3:2])[CH3:3], predict the reactants needed to synthesize it. The reactants are: [C:1]([O:5][C:6](=[O:16])[NH:7][C@H:8]1[CH2:13][CH2:12][C@@H:11]([CH2:14][NH2:15])[CH2:10][CH2:9]1)([CH3:4])([CH3:3])[CH3:2].[N+:17]([C:20]1[CH:21]=[C:22]([CH:26]=[CH:27][CH:28]=1)[C:23](Cl)=[O:24])([O-:19])=[O:18].